From a dataset of Cav3 T-type calcium channel HTS with 100,875 compounds. Binary Classification. Given a drug SMILES string, predict its activity (active/inactive) in a high-throughput screening assay against a specified biological target. (1) The molecule is OC1=C(C(N(Cc2cccnc2)C1=O)c1cc(OC)c(OC)cc1)C(=O)c1occc1. The result is 0 (inactive). (2) The molecule is S=C(Nc1cc2c([nH]nc2)cc1)NC(=O)c1ccccc1. The result is 0 (inactive). (3) The compound is S(C1CCOC1=O)c1n(c(=O)c2c(n1)cccc2)c1cc(OC)ccc1. The result is 0 (inactive). (4) The result is 0 (inactive). The compound is Clc1c(COc2ccc(CNCCCCO)cc2)ccc(Cl)c1. (5) The molecule is N1(CCCC1)Cc1n(nnn1)Cc1ccccc1. The result is 0 (inactive).